The task is: Predict the product of the given reaction.. This data is from Forward reaction prediction with 1.9M reactions from USPTO patents (1976-2016). (1) Given the reactants Cl.Cl.COC1C=CC(N2CCNCC2)=CC=1.C(Cl)(=O)CC(C)C.[F:24][C:25]1[CH:30]=[C:29]([O:31][CH3:32])[C:28]([F:33])=[CH:27][C:26]=1[N:34]1[CH2:39][CH2:38][NH:37][CH2:36][CH2:35]1.[C:40]([C:44]1[CH:52]=[CH:51][C:47]([C:48](Cl)=[O:49])=[CH:46][CH:45]=1)([CH3:43])([CH3:42])[CH3:41], predict the reaction product. The product is: [C:40]([C:44]1[CH:45]=[CH:46][C:47]([C:48]([N:37]2[CH2:38][CH2:39][N:34]([C:26]3[CH:27]=[C:28]([F:33])[C:29]([O:31][CH3:32])=[CH:30][C:25]=3[F:24])[CH2:35][CH2:36]2)=[O:49])=[CH:51][CH:52]=1)([CH3:43])([CH3:41])[CH3:42]. (2) Given the reactants Br[C:2]1[CH:11]=[C:10]([S:12]([CH3:15])(=[O:14])=[O:13])[C:9]([O:16][CH3:17])=[CH:8][C:3]=1[C:4]([O:6][CH3:7])=[O:5].[CH2:18](B(O)O)[CH3:19].C([O-])([O-])=O.[K+].[K+], predict the reaction product. The product is: [CH3:17][O:16][C:9]1[CH:8]=[C:3]([CH:2]=[CH:11][C:10]=1[S:12]([CH3:15])(=[O:14])=[O:13])[C:4]([O:6][CH3:7])=[O:5].[CH2:18]([C:2]1[CH:11]=[C:10]([S:12]([CH3:15])(=[O:14])=[O:13])[C:9]([O:16][CH3:17])=[CH:8][C:3]=1[C:4]([O:6][CH3:7])=[O:5])[CH3:19].